Dataset: Catalyst prediction with 721,799 reactions and 888 catalyst types from USPTO. Task: Predict which catalyst facilitates the given reaction. The catalyst class is: 114. Product: [F:22][C:4]1([F:23])[CH2:5][C:6]2[C:7](=[CH:8][N:9]([CH2:11][C:12]3[CH:17]=[CH:16][C:15]([O:18][CH3:19])=[CH:14][CH:13]=3)[N:10]=2)[C:20]2[N:34]=[C:32]([NH:31][C:27]3[N:26]=[C:25]([CH3:24])[CH:30]=[CH:29][N:28]=3)[S:33][C:2]=2[CH2:3]1. Reactant: Br[CH:2]1[C:20](=O)[C:7]2=[CH:8][N:9]([CH2:11][C:12]3[CH:17]=[CH:16][C:15]([O:18][CH3:19])=[CH:14][CH:13]=3)[N:10]=[C:6]2[CH2:5][C:4]([F:23])([F:22])[CH2:3]1.[CH3:24][C:25]1[CH:30]=[CH:29][N:28]=[C:27]([NH:31][C:32]([NH2:34])=[S:33])[N:26]=1.